The task is: Predict which catalyst facilitates the given reaction.. This data is from Catalyst prediction with 721,799 reactions and 888 catalyst types from USPTO. (1) Reactant: [CH3:1][O:2][C:3](=[O:15])[C:4](=[N:6][NH:7][C:8]1[CH:13]=[CH:12][C:11]([F:14])=[CH:10][CH:9]=1)Cl.[CH2:16]([O:23][C:24](=[O:30])[CH:25]=[CH:26][CH:27]([CH3:29])[CH3:28])[C:17]1[CH:22]=[CH:21][CH:20]=[CH:19][CH:18]=1. Product: [CH3:1][O:2][C:3]([C:4]1[CH:26]([CH:27]([CH3:29])[CH3:28])[CH:25]([C:24]([O:23][CH2:16][C:17]2[CH:18]=[CH:19][CH:20]=[CH:21][CH:22]=2)=[O:30])[N:7]([C:8]2[CH:13]=[CH:12][C:11]([F:14])=[CH:10][CH:9]=2)[N:6]=1)=[O:15]. The catalyst class is: 12. (2) Reactant: [C:1]([OH:7])([C:3]([F:6])([F:5])[F:4])=[O:2].[F:8][C:9]1[CH:14]=[CH:13][CH:12]=[CH:11][C:10]=1[C:15]1[CH:16]=[CH:17][C:18]2[N:19]([C:21]([NH:24][C:25]3[CH:26]=[N:27][CH:28]=[CH:29][C:30]=3[N:31]3[CH2:36][CH2:35][CH2:34][C@H:33]([NH:37]C(=O)OC(C)(C)C)[CH2:32]3)=[N:22][CH:23]=2)[N:20]=1. Product: [F:4][C:3]([F:6])([F:5])[C:1]([OH:7])=[O:2].[F:4][C:3]([F:6])([F:5])[C:1]([OH:7])=[O:2].[NH2:37][C@H:33]1[CH2:34][CH2:35][CH2:36][N:31]([C:30]2[CH:29]=[CH:28][N:27]=[CH:26][C:25]=2[NH:24][C:21]2[N:19]3[N:20]=[C:15]([C:10]4[CH:11]=[CH:12][CH:13]=[CH:14][C:9]=4[F:8])[CH:16]=[CH:17][C:18]3=[CH:23][N:22]=2)[CH2:32]1. The catalyst class is: 2. (3) Reactant: Cl[C:2]1[C:11]2=[N:12][N:13](CC3C=CC(OC)=CC=3)[CH:14]=[C:10]2[C:9]2[CH:8]=[C:7]([O:24][CH3:25])[CH:6]=[CH:5][C:4]=2[N:3]=1.[N:26]1[N:27]([C:31]2[CH:32]=[C:33]([CH:35]=[CH:36][CH:37]=2)[NH2:34])[N:28]=[CH:29][CH:30]=1.Cl. Product: [N:26]1[N:27]([C:31]2[CH:32]=[C:33]([NH:34][C:2]3[C:11]4=[N:12][NH:13][CH:14]=[C:10]4[C:9]4[CH:8]=[C:7]([O:24][CH3:25])[CH:6]=[CH:5][C:4]=4[N:3]=3)[CH:35]=[CH:36][CH:37]=2)[N:28]=[CH:29][CH:30]=1. The catalyst class is: 71. (4) Reactant: [NH:1]1[C:9]2[C:4](=[CH:5][CH:6]=[CH:7][CH:8]=2)[C:3]([CH2:10][CH:11]2[C:20]3[N:16]([C:17]([C:21]4[CH:26]=[CH:25][CH:24]=[CH:23][CH:22]=4)=[N:18][N:19]=3)[C:15]3[CH:27]=[CH:28][CH:29]=[CH:30][C:14]=3[N:13]([CH2:31][C:32]([N:34]([CH:41]([CH3:43])[CH3:42])[C:35]3[CH:40]=[CH:39][CH:38]=[CH:37][CH:36]=3)=[O:33])[C:12]2=[O:44])=[CH:2]1.[C:45](O[C:45]([O:47][C:48]([CH3:51])([CH3:50])[CH3:49])=[O:46])([O:47][C:48]([CH3:51])([CH3:50])[CH3:49])=[O:46]. Product: [C:48]([O:47][C:45]([N:1]1[C:9]2[C:4](=[CH:5][CH:6]=[CH:7][CH:8]=2)[C:3]([CH2:10][CH:11]2[C:20]3[N:16]([C:17]([C:21]4[CH:26]=[CH:25][CH:24]=[CH:23][CH:22]=4)=[N:18][N:19]=3)[C:15]3[CH:27]=[CH:28][CH:29]=[CH:30][C:14]=3[N:13]([CH2:31][C:32](=[O:33])[N:34]([CH:41]([CH3:42])[CH3:43])[C:35]3[CH:40]=[CH:39][CH:38]=[CH:37][CH:36]=3)[C:12]2=[O:44])=[CH:2]1)=[O:46])([CH3:51])([CH3:50])[CH3:49]. The catalyst class is: 808. (5) Reactant: [F:1][C:2]1[CH:36]=[C:35]([NH:37][C:38]([NH:40][C:41](=[O:50])[CH2:42][C:43]2[CH:48]=[CH:47][C:46]([F:49])=[CH:45][CH:44]=2)=[S:39])[CH:34]=[CH:33][C:3]=1[O:4][C:5]1[CH:10]=[CH:9][N:8]=[C:7]2[CH:11]=[C:12]([C:14]3[N:19]=[CH:18][C:17]([CH2:20][N:21]([CH2:29][CH2:30][O:31][CH3:32])C(=O)OC(C)(C)C)=[CH:16][CH:15]=3)[S:13][C:6]=12.Cl.O. Product: [F:1][C:2]1[CH:36]=[C:35]([NH:37][C:38]([NH:40][C:41](=[O:50])[CH2:42][C:43]2[CH:44]=[CH:45][C:46]([F:49])=[CH:47][CH:48]=2)=[S:39])[CH:34]=[CH:33][C:3]=1[O:4][C:5]1[CH:10]=[CH:9][N:8]=[C:7]2[CH:11]=[C:12]([C:14]3[CH:15]=[CH:16][C:17]([CH2:20][NH:21][CH2:29][CH2:30][O:31][CH3:32])=[CH:18][N:19]=3)[S:13][C:6]=12. The catalyst class is: 52. (6) Reactant: [CH3:1][O:2][C:3]1[C:4]([N+:21]([O-])=O)=[C:5]([CH:8]=[CH:9][C:10]=1[O:11][CH2:12][CH2:13][CH2:14][N:15]1[CH2:20][CH2:19][O:18][CH2:17][CH2:16]1)[C:6]#[N:7].O. Product: [NH2:21][C:4]1[C:3]([O:2][CH3:1])=[C:10]([O:11][CH2:12][CH2:13][CH2:14][N:15]2[CH2:16][CH2:17][O:18][CH2:19][CH2:20]2)[CH:9]=[CH:8][C:5]=1[C:6]#[N:7]. The catalyst class is: 180. (7) Product: [CH2:1]([NH:8][CH2:9][C:10]1[CH:11]=[C:12]([C:16]2[CH:17]=[C:18]([NH:24][C:25]3[CH:30]=[CH:29][C:28]([CH2:31][CH2:32][NH:33][CH2:34][C@H:35]([OH:48])[C:36]4[CH:45]=[CH:44][C:43]([OH:46])=[C:42]5[C:37]=4[CH:38]=[CH:39][C:40](=[O:47])[NH:41]5)=[CH:27][CH:26]=3)[CH:19]=[CH:20][C:21]=2[O:22][CH3:23])[CH:13]=[CH:14][CH:15]=1)[C:2]1[CH:7]=[CH:6][CH:5]=[CH:4][CH:3]=1. Reactant: [CH2:1]([NH:8][CH2:9][C:10]1[CH:11]=[C:12]([C:16]2[CH:17]=[C:18]([NH:24][C:25]3[CH:30]=[CH:29][C:28]([CH2:31][CH2:32][NH:33][CH2:34][C@H:35]([O:48][Si](C(C)(C)C)(C)C)[C:36]4[CH:45]=[CH:44][C:43]([OH:46])=[C:42]5[C:37]=4[CH:38]=[CH:39][C:40](=[O:47])[NH:41]5)=[CH:27][CH:26]=3)[CH:19]=[CH:20][C:21]=2[O:22][CH3:23])[CH:13]=[CH:14][CH:15]=1)[C:2]1[CH:7]=[CH:6][CH:5]=[CH:4][CH:3]=1.F.F.F.C(N(CC)CC)C. The catalyst class is: 36.